Predict the product of the given reaction. From a dataset of Forward reaction prediction with 1.9M reactions from USPTO patents (1976-2016). (1) The product is: [Cl:27][C:12]1[C:11](=[O:28])[N:10]([C:8]2[CH:9]=[C:4]([CH:5]=[CH:6][C:7]=2[F:29])[CH2:3][NH:2][C:30](=[O:33])[CH2:31][CH3:32])[C:15]([CH3:16])=[CH:14][C:13]=1[O:17][CH2:18][C:19]1[CH:24]=[CH:23][C:22]([F:25])=[CH:21][C:20]=1[F:26]. Given the reactants Cl.[NH2:2][CH2:3][C:4]1[CH:5]=[CH:6][C:7]([F:29])=[C:8]([N:10]2[C:15]([CH3:16])=[CH:14][C:13]([O:17][CH2:18][C:19]3[CH:24]=[CH:23][C:22]([F:25])=[CH:21][C:20]=3[F:26])=[C:12]([Cl:27])[C:11]2=[O:28])[CH:9]=1.[C:30](Cl)(=[O:33])[CH2:31][CH3:32].C(N(CC)CC)C.[NH4+].[Cl-], predict the reaction product. (2) Given the reactants [Br:1][C:2]1[CH:7]=[CH:6][C:5]([O:8]C)=[CH:4][C:3]=1[CH2:10][C:11]#[N:12].B(Br)(Br)Br, predict the reaction product. The product is: [Br:1][C:2]1[CH:7]=[CH:6][C:5]([OH:8])=[CH:4][C:3]=1[CH2:10][C:11]#[N:12]. (3) Given the reactants [CH2:1]([O:8][C:9]1[CH:14]=[C:13]([CH2:15][C:16]2[CH:21]=[CH:20][CH:19]=[CH:18][C:17]=2[CH2:22][O:23][CH3:24])[CH:12]=[CH:11][C:10]=1[N:25]1[S:29](=[O:31])(=[O:30])[N:28](CC[Si](C)(C)C)[C:27](=[O:38])[CH2:26]1)[C:2]1[CH:7]=[CH:6][CH:5]=[CH:4][CH:3]=1.[F-].[Cs+].Cl, predict the reaction product. The product is: [CH2:1]([O:8][C:9]1[CH:14]=[C:13]([CH2:15][C:16]2[CH:21]=[CH:20][CH:19]=[CH:18][C:17]=2[CH2:22][O:23][CH3:24])[CH:12]=[CH:11][C:10]=1[N:25]1[S:29](=[O:31])(=[O:30])[NH:28][C:27](=[O:38])[CH2:26]1)[C:2]1[CH:3]=[CH:4][CH:5]=[CH:6][CH:7]=1. (4) Given the reactants Cl[C:2]1[CH:3]=[CH:4][C:5]([N+:14]([O-:16])=[O:15])=[C:6]([N:8]2[CH2:13][CH2:12][CH2:11][CH2:10][CH2:9]2)[CH:7]=1.[NH:17]1[CH2:22][CH2:21][O:20][CH2:19][CH2:18]1, predict the reaction product. The product is: [N+:14]([C:5]1[CH:4]=[CH:3][C:2]([N:17]2[CH2:22][CH2:21][O:20][CH2:19][CH2:18]2)=[CH:7][C:6]=1[N:8]1[CH2:13][CH2:12][CH2:11][CH2:10][CH2:9]1)([O-:16])=[O:15]. (5) Given the reactants [NH2:1][C:2]1[NH:6][N:5]=[C:4]([CH3:7])[C:3]=1[C:8]#[N:9].CN(C)[CH:12]=[CH:13][C:14]([C:16]1[CH:17]=[CH:18][C:19]([F:28])=[C:20]([N:22]([CH3:27])[S:23]([CH3:26])(=[O:25])=[O:24])[CH:21]=1)=O.C(OCC)(=O)C, predict the reaction product. The product is: [F:28][C:19]1[CH:18]=[CH:17][C:16]([C:14]2[N:6]3[N:5]=[C:4]([CH3:7])[C:3]([C:8]#[N:9])=[C:2]3[N:1]=[CH:12][CH:13]=2)=[CH:21][C:20]=1[N:22]([CH3:27])[S:23]([CH3:26])(=[O:25])=[O:24]. (6) Given the reactants [Si:1]([O:8][CH2:9][CH2:10][N:11]([CH3:24])[C:12]([C:14]1[N:15]=[C:16]([N:19]2[CH2:22][CH:21]([OH:23])[CH2:20]2)[S:17][CH:18]=1)=[O:13])([C:4]([CH3:7])([CH3:6])[CH3:5])([CH3:3])[CH3:2].[CH3:25][S:26](Cl)(=[O:28])=[O:27].C(N(CC)CC)C, predict the reaction product. The product is: [Si:1]([O:8][CH2:9][CH2:10][N:11]([CH3:24])[C:12]([C:14]1[N:15]=[C:16]([N:19]2[CH2:22][CH:21]([O:23][S:26]([CH3:25])(=[O:28])=[O:27])[CH2:20]2)[S:17][CH:18]=1)=[O:13])([C:4]([CH3:7])([CH3:6])[CH3:5])([CH3:3])[CH3:2]. (7) Given the reactants [Cl-].[C:2]([O:7][CH3:8])(=[O:6])[C:3]([O-:5])=O.Cl.[CH2:10]([NH:14][CH2:15][C:16]1[CH:21]=[CH:20][CH:19]=[C:18]([C:22]2[N:26]=[C:25]([CH3:27])[O:24][N:23]=2)[CH:17]=1)[CH:11]([CH3:13])[CH3:12].C(N(CC)CC)C, predict the reaction product. The product is: [CH2:10]([N:14]([CH2:15][C:16]1[CH:21]=[CH:20][CH:19]=[C:18]([C:22]2[N:26]=[C:25]([CH3:27])[O:24][N:23]=2)[CH:17]=1)[C:3](=[O:5])[C:2]([O:7][CH3:8])=[O:6])[CH:11]([CH3:13])[CH3:12]. (8) The product is: [C:40]([C:33]1[CH:34]=[CH:35][C:36]2[C:37]3[C:29](=[CH:28][C:27]([C:23]([CH3:26])([CH3:25])[CH3:24])=[CH:39][CH:38]=3)[N:30]([C:2]3[CH:14]=[C:13]([C:15]([CH3:22])([CH2:17][C:18]([CH3:21])([CH3:20])[CH3:19])[CH3:16])[CH:12]=[CH:11][C:3]=3[O:4][CH:5]3[CH2:10][CH2:9][CH2:8][CH2:7][O:6]3)[C:31]=2[CH:32]=1)([CH3:43])([CH3:42])[CH3:41]. Given the reactants I[C:2]1[CH:14]=[C:13]([C:15]([CH3:22])([CH2:17][C:18]([CH3:21])([CH3:20])[CH3:19])[CH3:16])[CH:12]=[CH:11][C:3]=1[O:4][CH:5]1[CH2:10][CH2:9][CH2:8][CH2:7][O:6]1.[C:23]([C:27]1[CH:39]=[CH:38][C:37]2[C:36]3[C:31](=[CH:32][C:33]([C:40]([CH3:43])([CH3:42])[CH3:41])=[CH:34][CH:35]=3)[NH:30][C:29]=2[CH:28]=1)([CH3:26])([CH3:25])[CH3:24].[O-]P([O-])([O-])=O.[K+].[K+].[K+].CNCCNC.C1C2NC3C(=CC=CC=3)C=2C=CC=1, predict the reaction product. (9) Given the reactants [NH2:1][C:2]1[C:3]([C:12]([OH:14])=[O:13])=[CH:4][C:5]2[C:10]([CH:11]=1)=[CH:9][CH:8]=[CH:7][CH:6]=2.C(O)(C)C.[OH-].[Na+], predict the reaction product. The product is: [NH2:1][C:2]1[C:3]([C:12]([OH:14])=[O:13])=[CH:4][C:5]2[CH2:6][CH2:7][CH2:8][CH2:9][C:10]=2[CH:11]=1.